This data is from Retrosynthesis with 50K atom-mapped reactions and 10 reaction types from USPTO. The task is: Predict the reactants needed to synthesize the given product. Given the product CCOP(=O)(Cc1ncc(C(C)(C)C)o1)OCC, predict the reactants needed to synthesize it. The reactants are: CC(C)(C)c1cnc(CCl)o1.CCOP(OCC)OCC.